This data is from Full USPTO retrosynthesis dataset with 1.9M reactions from patents (1976-2016). The task is: Predict the reactants needed to synthesize the given product. Given the product [OH:8][C:9]1[C:4]([C:5](=[O:26])[CH3:6])=[C:3]([O:2][CH3:1])[C:12]([O:13][CH3:14])=[C:11]([O:15][CH3:16])[CH:10]=1, predict the reactants needed to synthesize it. The reactants are: [CH3:1][O:2][C:3]1[C:12]([O:13][CH3:14])=[C:11]([O:15][CH3:16])[CH:10]=[C:9]2[C:4]=1[C:5](=[O:26])[CH:6]=C(C1C=CC([N+]([O-])=O)=CC=1)[O:8]2.B(Br)(Br)Br.